From a dataset of Full USPTO retrosynthesis dataset with 1.9M reactions from patents (1976-2016). Predict the reactants needed to synthesize the given product. (1) Given the product [Li+:8].[CH3:2][CH:1]([N-:4][CH:5]([CH3:7])[CH3:6])[CH3:3].[CH3:38][O:37][C:36]([CH:30]1[CH2:31][CH2:32][CH2:33][CH2:34][N:28]([CH2:21][C:22]2[CH:27]=[CH:26][CH:25]=[CH:24][CH:23]=2)[C:29]1=[O:35])=[O:39], predict the reactants needed to synthesize it. The reactants are: [CH:1]([NH:4][CH:5]([CH3:7])[CH3:6])([CH3:3])[CH3:2].[Li:8]CCCC.[Li+].CC([N-]C(C)C)C.[CH2:21]([N:28]1[CH2:34][CH2:33][CH2:32][CH2:31][CH2:30][C:29]1=[O:35])[C:22]1[CH:27]=[CH:26][CH:25]=[CH:24][CH:23]=1.[C:36](=O)([O:39]C)[O:37][CH3:38].Cl. (2) Given the product [CH3:37][N:36]([CH3:38])[C:34]1[O:35][C:29]([CH3:30])=[N:32][CH:33]=1, predict the reactants needed to synthesize it. The reactants are: C1(P(C2C=CC=CC=2)C2C=CC=CC=2)C=CC=CC=1.BrBr.C(N(CC)CC)C.[C:29]([NH:32][CH2:33][C:34]([N:36]([CH3:38])[CH3:37])=[O:35])(=O)[CH3:30]. (3) Given the product [NH2:18][CH2:17][CH2:16][CH2:15][N:14]1[C:10]2[C:9]3[CH:8]=[CH:7][CH:6]=[CH:5][C:4]=3[N:3]=[C:2]([NH2:1])[C:11]=2[N:12]=[C:13]1[CH2:26][O:27][CH2:28][CH3:29], predict the reactants needed to synthesize it. The reactants are: [NH2:1][C:2]1[C:11]2[N:12]=[C:13]([CH2:26][O:27][CH2:28][CH3:29])[N:14]([CH2:15][CH2:16][CH2:17][NH:18]C(=O)OC(C)(C)C)[C:10]=2[C:9]2[CH:8]=[CH:7][CH:6]=[CH:5][C:4]=2[N:3]=1.Cl.